From a dataset of Reaction yield outcomes from USPTO patents with 853,638 reactions. Predict the reaction yield, written as a fraction of the theoretical maximum amount of product (1.0 means a 100% yield; for example, 0.34 means a 34% yield). (1) The reactants are B.CSC.[C:5]([O:9][C:10]([NH:12][C@@:13]1([C:37]([O:39][C:40]([CH3:43])([CH3:42])[CH3:41])=[O:38])[C@H:18]([CH2:19][S:20][C:21]2[CH:26]=[CH:25][C:24]([F:27])=[C:23]([F:28])[CH:22]=2)[C:17](=[O:29])[C@@H:16]2[C@H:14]1[C@H:15]2[C:30]([O:32][C:33]([CH3:36])([CH3:35])[CH3:34])=[O:31])=[O:11])([CH3:8])([CH3:7])[CH3:6]. The catalyst is C(OCC)C. The product is [C:5]([O:9][C:10]([NH:12][C@@:13]1([C:37]([O:39][C:40]([CH3:43])([CH3:42])[CH3:41])=[O:38])[C@H:18]([CH2:19][S:20][C:21]2[CH:26]=[CH:25][C:24]([F:27])=[C:23]([F:28])[CH:22]=2)[C@@H:17]([OH:29])[C@@H:16]2[C@H:14]1[C@H:15]2[C:30]([O:32][C:33]([CH3:35])([CH3:34])[CH3:36])=[O:31])=[O:11])([CH3:8])([CH3:6])[CH3:7]. The yield is 0.607. (2) The reactants are Br[C:2]1[N:6]([C:7]2[CH:12]=[CH:11][CH:10]=[C:9]([Cl:13])[C:8]=2[Cl:14])[N:5]=[CH:4][N:3]=1.[CH3:15][O:16][C:17]1[CH:24]=[CH:23][CH:22]=[CH:21][C:18]=1[CH2:19][NH2:20]. The catalyst is CCCCCC.C(OCC)(=O)C. The product is [Cl:14][C:8]1[C:9]([Cl:13])=[CH:10][CH:11]=[CH:12][C:7]=1[N:6]1[C:2]([NH:20][CH2:19][C:18]2[CH:21]=[CH:22][CH:23]=[CH:24][C:17]=2[O:16][CH3:15])=[N:3][CH:4]=[N:5]1. The yield is 0.840. (3) The reactants are [Br:1][C:2]([F:18])([F:17])[C:3]([CH:6]1[CH2:10][CH:9]([C:11]([OH:13])=O)[CH2:8][CH:7]1[C:14]([OH:16])=O)([F:5])[F:4].[CH:19]1([NH2:25])[CH2:24][CH2:23][CH2:22][CH2:21][CH2:20]1. The catalyst is C1(C)C=CC=CC=1. The product is [Br:1][C:2]([F:18])([F:17])[C:3]([CH:6]1[CH2:10][CH:9]([C:11]([NH:25][CH:19]2[CH2:24][CH2:23][CH2:22][CH2:21][CH2:20]2)=[O:13])[CH2:8][CH:7]1[C:14]([NH:25][CH:19]1[CH2:24][CH2:23][CH2:22][CH2:21][CH2:20]1)=[O:16])([F:4])[F:5]. The yield is 0.760. (4) The reactants are [OH:1][CH:2]([C:14]1[CH:19]=[CH:18][C:17]([OH:20])=[CH:16][CH:15]=1)[CH:3]1[CH2:6][N:5]([C:7]([O:9][C:10]([CH3:13])([CH3:12])[CH3:11])=[O:8])[CH2:4]1.[OH-].[K+].C(OP([C:31](Br)([F:33])[F:32])(=O)OCC)C. The catalyst is C(#N)C.C(OCC)C. The product is [F:32][CH:31]([F:33])[O:20][C:17]1[CH:16]=[CH:15][C:14]([CH:2]([OH:1])[CH:3]2[CH2:6][N:5]([C:7]([O:9][C:10]([CH3:13])([CH3:12])[CH3:11])=[O:8])[CH2:4]2)=[CH:19][CH:18]=1. The yield is 0.500. (5) The reactants are [F:1][C:2]1[CH:7]=[CH:6][C:5]([N:8]2[C:12]([CH2:13][O:14][C:15]3[N:20]=[N:19][C:18]([C:21]([OH:23])=O)=[CH:17][CH:16]=3)=[C:11]([CH3:24])[N:10]=[N:9]2)=[CH:4][CH:3]=1.CN(C(O[N:33]1N=N[C:35]2C=CC=[CH:39][C:34]1=2)=[N+](C)C)C.[B-](F)(F)(F)F.CCN(C(C)C)C(C)C.C(N)(C)C. The catalyst is CN(C=O)C. The product is [CH:34]([NH:33][C:21]([C:18]1[N:19]=[N:20][C:15]([O:14][CH2:13][C:12]2[N:8]([C:5]3[CH:4]=[CH:3][C:2]([F:1])=[CH:7][CH:6]=3)[N:9]=[N:10][C:11]=2[CH3:24])=[CH:16][CH:17]=1)=[O:23])([CH3:39])[CH3:35]. The yield is 0.880. (6) The product is [Br:1][C:2]1[CH:7]=[CH:6][CH:5]=[CH:4][C:3]=1[S:8][CH2:16][C:17]#[N:18]. The reactants are [Br:1][C:2]1[CH:7]=[CH:6][CH:5]=[CH:4][C:3]=1[SH:8].C([O-])([O-])=O.[K+].[K+].Cl[CH2:16][C:17]#[N:18].O. The yield is 0.850. The catalyst is CN(C=O)C. (7) The reactants are C[Si](I)(C)C.C([O:8][P:9]([CH2:14][CH2:15][CH2:16][O:17][C:18]1[CH:19]=[C:20]2[C:24](=[CH:25][CH:26]=1)[N:23]([CH2:27][C:28]1[CH:33]=[CH:32][CH:31]=[CH:30][CH:29]=1)[C:22]([CH3:34])=[C:21]2[CH2:35][C:36](=[O:38])[NH2:37])(=[O:13])[O:10]CC)C.CO.O. The catalyst is C(Cl)Cl. The product is [CH2:27]([N:23]1[C:24]2[C:20](=[CH:19][C:18]([O:17][CH2:16][CH2:15][CH2:14][P:9](=[O:8])([OH:13])[OH:10])=[CH:26][CH:25]=2)[C:21]([CH2:35][C:36](=[O:38])[NH2:37])=[C:22]1[CH3:34])[C:28]1[CH:29]=[CH:30][CH:31]=[CH:32][CH:33]=1. The yield is 0.590. (8) The reactants are [Cl:1][C:2]1[N:3]=[C:4]([C:12]([O:14][CH2:15][CH3:16])=C)[C:5]2[CH:10]=[CH:9][N:8]([CH3:11])[C:6]=2[N:7]=1.[Mn]([O-])(=O)(=O)=[O:18].[K+]. No catalyst specified. The product is [Cl:1][C:2]1[N:3]=[C:4]([C:12]([O:14][CH2:15][CH3:16])=[O:18])[C:5]2[CH:10]=[CH:9][N:8]([CH3:11])[C:6]=2[N:7]=1. The yield is 0.450. (9) The reactants are [F:1][C:2]1[C:11]([O:12]C)=[CH:10][CH:9]=[C:8]2[C:3]=1[C:4]([CH3:31])([CH3:30])[CH2:5][C:6]([OH:29])([C:25]([F:28])([F:27])[F:26])[CH:7]2[NH:14][C:15]1[CH:23]=[CH:22][CH:21]=[C:20]2[C:16]=1[CH2:17][NH:18][C:19]2=[O:24].B(Br)(Br)Br.C(=O)(O)[O-].[Na+]. The catalyst is ClCCl. The product is [F:1][C:2]1[C:11]([OH:12])=[CH:10][CH:9]=[C:8]2[C:3]=1[C:4]([CH3:31])([CH3:30])[CH2:5][C:6]([OH:29])([C:25]([F:27])([F:28])[F:26])[CH:7]2[NH:14][C:15]1[CH:23]=[CH:22][CH:21]=[C:20]2[C:16]=1[CH2:17][NH:18][C:19]2=[O:24]. The yield is 0.147.